From a dataset of Forward reaction prediction with 1.9M reactions from USPTO patents (1976-2016). Predict the product of the given reaction. (1) Given the reactants [Cl:1][C:2]1[CH:3]=[C:4]([C@@H:10]([CH2:25][CH:26]2[CH2:29][CH2:28][CH2:27]2)[C:11](N([C@H](C)[C@H](O)C2C=CC=CC=2)C)=[O:12])[CH:5]=[CH:6][C:7]=1[S:8][CH3:9].S(=O)(=O)(O)[OH:31], predict the reaction product. The product is: [Cl:1][C:2]1[CH:3]=[C:4]([C@@H:10]([CH2:25][CH:26]2[CH2:29][CH2:28][CH2:27]2)[C:11]([OH:12])=[O:31])[CH:5]=[CH:6][C:7]=1[S:8][CH3:9]. (2) The product is: [F:1][C:2]1[CH:7]=[C:6]([F:8])[CH:5]=[CH:4][C:3]=1[CH2:9][CH2:10][CH2:11][OH:12]. Given the reactants [F:1][C:2]1[CH:7]=[C:6]([F:8])[CH:5]=[CH:4][C:3]=1[C:9]#[C:10][CH2:11][OH:12], predict the reaction product. (3) Given the reactants [F:1][C:2]1[CH:7]=[CH:6][CH:5]=[C:4]([F:8])[C:3]=1[N:9]1[C:14]2[N:15]=[C:16]([NH:28][CH2:29][CH2:30][N:31]([CH3:33])[CH3:32])[N:17]=[C:18]([C:19]3[CH:20]=[C:21]([CH:25]=[CH:26][CH:27]=3)[C:22](O)=[O:23])[C:13]=2[CH2:12][NH:11][C:10]1=[O:34].[NH2:35][C:36]1[CH:41]=[CH:40][CH:39]=[CH:38][CH:37]=1.CN(C(ON1N=NC2C=CC=NC1=2)=[N+](C)C)C.F[P-](F)(F)(F)(F)F.C(N(C(C)C)CC)(C)C, predict the reaction product. The product is: [F:1][C:2]1[CH:7]=[CH:6][CH:5]=[C:4]([F:8])[C:3]=1[N:9]1[C:14]2[N:15]=[C:16]([NH:28][CH2:29][CH2:30][N:31]([CH3:32])[CH3:33])[N:17]=[C:18]([C:19]3[CH:20]=[C:21]([CH:25]=[CH:26][CH:27]=3)[C:22]([NH:35][C:36]3[CH:41]=[CH:40][CH:39]=[CH:38][CH:37]=3)=[O:23])[C:13]=2[CH2:12][NH:11][C:10]1=[O:34]. (4) Given the reactants [CH2:1]1[C:14]2[C:13]3[CH:12]=[CH:11][CH:10]=[CH:9][C:8]=3[NH:7][C:6]=2[C:5]([C:15]([O:17][CH2:18][CH3:19])=[O:16])=[CH:4][NH:3][CH:2]1[C:20]([O:22]CC)=[O:21].[Li+].[OH-], predict the reaction product. The product is: [CH2:18]([O:17][C:15]([C:5]1[C:6]2[NH:7][C:8]3[CH:9]=[CH:10][CH:11]=[CH:12][C:13]=3[C:14]=2[CH2:1][CH:2]([C:20]([OH:22])=[O:21])[NH:3][CH:4]=1)=[O:16])[CH3:19]. (5) The product is: [CH2:1]([O:8][C:9]1[CH:10]=[C:11]([CH:15]=[CH:16][C:17]=1[O:18][CH2:19][C:20]1[CH:25]=[CH:24][CH:23]=[CH:22][CH:21]=1)[C:12]([Cl:28])=[O:13])[C:2]1[CH:7]=[CH:6][CH:5]=[CH:4][CH:3]=1. Given the reactants [CH2:1]([O:8][C:9]1[CH:10]=[C:11]([CH:15]=[CH:16][C:17]=1[O:18][CH2:19][C:20]1[CH:25]=[CH:24][CH:23]=[CH:22][CH:21]=1)[C:12](O)=[O:13])[C:2]1[CH:7]=[CH:6][CH:5]=[CH:4][CH:3]=1.S(Cl)([Cl:28])=O, predict the reaction product.